This data is from Full USPTO retrosynthesis dataset with 1.9M reactions from patents (1976-2016). The task is: Predict the reactants needed to synthesize the given product. Given the product [Cl:1][C:2]1[N:3]=[C:4]([CH2:18][OH:19])[NH:5][C:6]=1[C:7]1[C:8]([CH3:17])=[CH:9][C:10]([CH3:16])=[C:11]([CH:15]=1)[C:12]([N:24]1[CH2:23][C:22]([C:26]2[CH:27]=[CH:28][C:29]([C:30]#[N:31])=[CH:32][CH:33]=2)([F:21])[CH2:25]1)=[O:14], predict the reactants needed to synthesize it. The reactants are: [Cl:1][C:2]1[N:3]=[C:4]([CH2:18][OH:19])[NH:5][C:6]=1[C:7]1[C:8]([CH3:17])=[CH:9][C:10]([CH3:16])=[C:11]([CH:15]=1)[C:12]([OH:14])=O.Cl.[F:21][C:22]1([C:26]2[CH:33]=[CH:32][C:29]([C:30]#[N:31])=[CH:28][CH:27]=2)[CH2:25][NH:24][CH2:23]1.CCN=C=NCCCN(C)C.Cl.